From a dataset of Full USPTO retrosynthesis dataset with 1.9M reactions from patents (1976-2016). Predict the reactants needed to synthesize the given product. (1) Given the product [F:45][C:2]([F:1])([F:44])[C:3]1[CH:4]=[C:5]([CH:37]=[C:38]([C:40]([F:42])([F:41])[F:43])[CH:39]=1)[CH2:6][N:7]([CH2:20][C:21]1[CH:26]=[C:25]([C:27]([F:28])([F:29])[F:30])[CH:24]=[CH:23][C:22]=1[N:31]([C:32]([O:33][CH2:34][CH3:35])=[O:36])[CH2:49][CH2:50][CH2:51][CH2:52][C:53]([O:55][CH2:56][CH3:57])=[O:54])[C:8]1[N:13]=[CH:12][C:11]([N:14]2[CH2:15][CH2:16][O:17][CH2:18][CH2:19]2)=[CH:10][N:9]=1, predict the reactants needed to synthesize it. The reactants are: [F:1][C:2]([F:45])([F:44])[C:3]1[CH:4]=[C:5]([CH:37]=[C:38]([C:40]([F:43])([F:42])[F:41])[CH:39]=1)[CH2:6][N:7]([CH2:20][C:21]1[CH:26]=[C:25]([C:27]([F:30])([F:29])[F:28])[CH:24]=[CH:23][C:22]=1[NH:31][C:32](=[O:36])[O:33][CH2:34][CH3:35])[C:8]1[N:13]=[CH:12][C:11]([N:14]2[CH2:19][CH2:18][O:17][CH2:16][CH2:15]2)=[CH:10][N:9]=1.[H-].[Na+].Br[CH2:49][CH2:50][CH2:51][CH2:52][C:53]([O:55][CH2:56][CH3:57])=[O:54]. (2) Given the product [CH2:1]([O:8][CH2:9][C@H:10]([OH:11])[CH2:14][OH:13])[C:2]1[CH:7]=[CH:6][CH:5]=[CH:4][CH:3]=1, predict the reactants needed to synthesize it. The reactants are: [CH2:1]([O:8][CH2:9][C@H:10]1[CH2:14][O:13]C(C)(C)[O:11]1)[C:2]1[CH:7]=[CH:6][CH:5]=[CH:4][CH:3]=1.Cl.C([O-])(O)=O.[Na+]. (3) Given the product [C:41]([C@@H:40]([NH:39][C:12]([C:10]1[CH:9]=[CH:8][C:7]([CH:15]2[CH2:19][CH2:18][O:17][CH2:16]2)=[C:6]([O:5][CH2:4][CH:1]2[CH2:2][CH2:3]2)[N:11]=1)=[O:14])[CH2:44][CH:45]1[CH2:47][CH2:46]1)(=[O:42])[NH2:43], predict the reactants needed to synthesize it. The reactants are: [CH:1]1([CH2:4][O:5][C:6]2[N:11]=[C:10]([C:12]([OH:14])=O)[CH:9]=[CH:8][C:7]=2[CH:15]2[CH2:19][CH2:18][O:17][CH2:16]2)[CH2:3][CH2:2]1.C1(COC2N=C(C(O)=O)C=CC=2C2CCCO2)CC1.[NH2:39][C@@H:40]([CH2:44][CH:45]1[CH2:47][CH2:46]1)[C:41]([NH2:43])=[O:42]. (4) The reactants are: [NH:1]1[CH:5]=[N:4][C:3]([NH:6][C:7](=[O:14])OCC(Cl)(Cl)Cl)=[N:2]1.[C:15]1([C:21]2[N:25]=[C:24]([N:26]3[CH2:31][CH2:30][NH:29][CH2:28][CH2:27]3)[S:23][N:22]=2)[CH:20]=[CH:19][CH:18]=[CH:17][CH:16]=1.C(N(C(C)C)CC)(C)C.O. Given the product [C:15]1([C:21]2[N:25]=[C:24]([N:26]3[CH2:31][CH2:30][N:29]([C:7]([NH:6][C:3]4[N:4]=[CH:5][NH:1][N:2]=4)=[O:14])[CH2:28][CH2:27]3)[S:23][N:22]=2)[CH:16]=[CH:17][CH:18]=[CH:19][CH:20]=1, predict the reactants needed to synthesize it. (5) The reactants are: [Cl:1][C:2]1[CH:21]=[C:20]([Cl:22])[CH:19]=[CH:18][C:3]=1[O:4][C:5]1[C:10]([CH2:11][CH2:12][CH2:13][OH:14])=[CH:9][N:8]=[C:7]([CH:15]([CH3:17])[CH3:16])[N:6]=1.[CH2:23]([N:30]1[CH:34]=[C:33]([CH2:35][C:36]([O:38]C)=[O:37])[C:32](O)=[N:31]1)[C:24]1[CH:29]=[CH:28][CH:27]=[CH:26][CH:25]=1.C(P(CCCC)CCCC)CCC.N(C(N1CCCCC1)=O)=NC(N1CCCCC1)=O.O1CCCC1CO.[OH-].[Na+].Cl. Given the product [Cl:1][C:2]1[CH:21]=[C:20]([Cl:22])[CH:19]=[CH:18][C:3]=1[O:4][C:5]1[C:10]([CH2:11][CH2:12][CH2:13][O:14][C:32]2[C:33]([CH2:35][C:36]([OH:38])=[O:37])=[CH:34][N:30]([CH2:23][C:24]3[CH:29]=[CH:28][CH:27]=[CH:26][CH:25]=3)[N:31]=2)=[CH:9][N:8]=[C:7]([CH:15]([CH3:17])[CH3:16])[N:6]=1, predict the reactants needed to synthesize it. (6) Given the product [Cl:27][C:7]1[N:8]=[C:4]([CH2:3][O:2][CH3:1])[NH:5][C:6]=1[C:9]1[CH:10]=[C:11]([CH:16]=[CH:17][C:18]=1[CH3:19])[C:12]([O:14][CH3:15])=[O:13], predict the reactants needed to synthesize it. The reactants are: [CH3:1][O:2][CH2:3][C:4]1[NH:5][C:6]([C:9]2[CH:10]=[C:11]([CH:16]=[CH:17][C:18]=2[CH3:19])[C:12]([O:14][CH3:15])=[O:13])=[CH:7][N:8]=1.C1C(=O)N([Cl:27])C(=O)C1. (7) Given the product [C:10]([O:14][C:15]([NH:17][CH2:18][C:19]([N:21]([CH2:23][C:24]1[CH:25]=[C:26]([C:30]2[CH:31]=[N:32][C:33]([N:36]3[CH2:41][CH2:40][N:39]([C:42]([O:3][CH2:2][C:1]([O:5][CH2:6][CH3:7])=[O:4])=[O:43])[CH2:38][CH2:37]3)=[N:34][CH:35]=2)[CH:27]=[CH:28][CH:29]=1)[CH3:22])=[O:20])=[O:16])([CH3:13])([CH3:11])[CH3:12], predict the reactants needed to synthesize it. The reactants are: [C:1]([O:5][CH2:6][CH3:7])(=[O:4])[CH2:2][OH:3].[H-].[Na+].[C:10]([O:14][C:15]([NH:17][CH2:18][C:19]([N:21]([CH2:23][C:24]1[CH:25]=[C:26]([C:30]2[CH:31]=[N:32][C:33]([N:36]3[CH2:41][CH2:40][N:39]([C:42](OC4C=CC([N+]([O-])=O)=CC=4)=[O:43])[CH2:38][CH2:37]3)=[N:34][CH:35]=2)[CH:27]=[CH:28][CH:29]=1)[CH3:22])=[O:20])=[O:16])([CH3:13])([CH3:12])[CH3:11].O. (8) Given the product [CH:24]([CH:8]1[C:2](=[O:1])[CH2:3][CH2:4][N:5]([C:9]([O:11][C:12]([CH3:15])([CH3:14])[CH3:13])=[O:10])[CH2:6][CH2:7]1)=[O:25], predict the reactants needed to synthesize it. The reactants are: [O:1]=[C:2]1[CH2:8][CH2:7][CH2:6][N:5]([C:9]([O:11][C:12]([CH3:15])([CH3:14])[CH3:13])=[O:10])[CH2:4][CH2:3]1.C([N-]C(C)C)(C)C.[Li+].[CH:24](OCC)=[O:25]. (9) The reactants are: [F:1][C:2]([F:22])([F:21])[C:3]1[CH:8]=[C:7]([C:9]2[CH:14]=[CH:13][C:12]([C:15]([F:18])([F:17])[F:16])=[CH:11][CH:10]=2)[N:6]=[CH:5][C:4]=1[CH2:19]O.S(Cl)([Cl:25])=O. Given the product [Cl:25][CH2:19][C:4]1[C:3]([C:2]([F:22])([F:21])[F:1])=[CH:8][C:7]([C:9]2[CH:14]=[CH:13][C:12]([C:15]([F:18])([F:17])[F:16])=[CH:11][CH:10]=2)=[N:6][CH:5]=1, predict the reactants needed to synthesize it.